Dataset: Acute oral toxicity (LD50) regression data from Zhu et al.. Task: Regression/Classification. Given a drug SMILES string, predict its toxicity properties. Task type varies by dataset: regression for continuous values (e.g., LD50, hERG inhibition percentage) or binary classification for toxic/non-toxic outcomes (e.g., AMES mutagenicity, cardiotoxicity, hepatotoxicity). Dataset: ld50_zhu. The compound is C=CC(C)CCCC(C)(C)O. The rat oral LD50 is 1.64, given as -log10 of the dose in mol/kg body weight (higher means more acutely toxic).